From a dataset of Full USPTO retrosynthesis dataset with 1.9M reactions from patents (1976-2016). Predict the reactants needed to synthesize the given product. (1) Given the product [C:1]([O:5][C:6]([N:8]1[CH2:13][CH2:12][N:11]([C:14]2[CH:15]=[CH:16][C:17]([O:20][CH2:22][C:23]3[CH:28]=[CH:27][CH:26]=[CH:25][CH:24]=3)=[CH:18][CH:19]=2)[CH2:10][CH2:9]1)=[O:7])([CH3:4])([CH3:2])[CH3:3], predict the reactants needed to synthesize it. The reactants are: [C:1]([O:5][C:6]([N:8]1[CH2:13][CH2:12][N:11]([C:14]2[CH:19]=[CH:18][C:17]([OH:20])=[CH:16][CH:15]=2)[CH2:10][CH2:9]1)=[O:7])([CH3:4])([CH3:3])[CH3:2].Br[CH2:22][C:23]1[CH:28]=[CH:27][CH:26]=[CH:25][CH:24]=1.C([O-])([O-])=O.[K+].[K+].O. (2) Given the product [F:28][C:29]1[CH:30]=[C:31]2[C:35](=[CH:36][CH:37]=1)[NH:34][CH:33]=[C:32]2[C@@H:38]1[CH2:43][CH2:42][C@H:41]([NH:44][CH2:16][C@@H:13]2[O:12][C:8]3=[C:9]4[C:4](=[CH:5][CH:6]=[C:7]3[O:15][CH2:14]2)[N:3]=[C:2]([CH3:1])[CH:11]=[CH:10]4)[CH2:40][CH2:39]1, predict the reactants needed to synthesize it. The reactants are: [CH3:1][C:2]1[CH:11]=[CH:10][C:9]2[C:4](=[CH:5][CH:6]=[C:7]3[O:15][CH2:14][CH:13]([CH2:16]OS(C4C=CC(C)=CC=4)(=O)=O)[O:12][C:8]3=2)[N:3]=1.[F:28][C:29]1[CH:30]=[C:31]2[C:35](=[CH:36][CH:37]=1)[NH:34][CH:33]=[C:32]2[C@@H:38]1[CH2:43][CH2:42][C@H:41]([NH2:44])[CH2:40][CH2:39]1. (3) Given the product [F:19][C:20]1[CH:25]=[CH:24][C:23]([S:26]([N:8]2[CH2:7][CH2:6][CH:5]([C:4]([O:3][CH2:1][CH3:2])=[O:11])[CH2:10][CH2:9]2)(=[O:28])=[O:27])=[CH:22][CH:21]=1, predict the reactants needed to synthesize it. The reactants are: [CH2:1]([O:3][C:4](=[O:11])[CH:5]1[CH2:10][CH2:9][NH:8][CH2:7][CH2:6]1)[CH3:2].C(N(CC)CC)C.[F:19][C:20]1[CH:25]=[CH:24][C:23]([S:26](Cl)(=[O:28])=[O:27])=[CH:22][CH:21]=1. (4) Given the product [N+:34]([C:33]1[CH:25]=[C:26]([CH:30]=[CH:31][C:32]=1[O:37][CH2:38][CH2:39][NH:40][C:21](=[O:23])[CH2:20][C:5]1[CH:6]=[CH:7][C:8]([NH:9][C:10]([NH:12][C:13]2[CH:18]=[CH:17][CH:16]=[CH:15][C:14]=2[CH3:19])=[O:11])=[C:3]([O:2][CH3:1])[CH:4]=1)[C:27]([OH:29])=[O:28])([O-:36])=[O:35], predict the reactants needed to synthesize it. The reactants are: [CH3:1][O:2][C:3]1[CH:4]=[C:5]([CH2:20][C:21]([OH:23])=O)[CH:6]=[CH:7][C:8]=1[NH:9][C:10]([NH:12][C:13]1[CH:18]=[CH:17][CH:16]=[CH:15][C:14]=1[CH3:19])=[O:11].C[C:25]1[C:33]([N+:34]([O-:36])=[O:35])=[C:32]([O:37][CH2:38][CH2:39][NH2:40])[CH:31]=[CH:30][C:26]=1[C:27]([OH:29])=[O:28].CCN(CC)CC.Cl. (5) Given the product [CH3:1][O:2][C:3]([C:5]1([CH2:17][CH2:18][CH2:19][OH:21])[CH2:9][CH2:8][CH2:7][N:6]1[C:10]([O:12][C:13]([CH3:14])([CH3:15])[CH3:16])=[O:11])=[O:4], predict the reactants needed to synthesize it. The reactants are: [CH3:1][O:2][C:3]([C:5]1([CH2:17][CH:18]=[CH2:19])[CH2:9][CH2:8][CH2:7][N:6]1[C:10]([O:12][C:13]([CH3:16])([CH3:15])[CH3:14])=[O:11])=[O:4].B.[O:21]1CCCC1.O.ClC(Cl)(Cl)C1N2CCCC2C(=O)O1. (6) The reactants are: O=C1C2C=CC=CC=2C(=O)[N:3]1[CH2:12][C@H:13]([NH:21][C:22]([NH:24][NH:25][C:26]([C:28]1[CH:33]=[CH:32][C:31]2[CH:34]=[N:35][CH:36]=[C:37]([O:38][CH3:39])[C:30]=2[N:29]=1)=O)=[S:23])[CH2:14][C:15]1[CH:20]=[CH:19][CH:18]=[CH:17][CH:16]=1.COC1C2N=C(C(NN)=O)C=CC=2C=NC=1.N[C@H](CC1C=CC=CC=1)CN1C(=O)C2C=CC=CC=2C1=O.Cl. Given the product [NH2:3][CH2:12][C@H:13]([NH:21][C:22]1[S:23][C:26]([C:28]2[CH:33]=[CH:32][C:31]3[CH:34]=[N:35][CH:36]=[C:37]([O:38][CH3:39])[C:30]=3[N:29]=2)=[N:25][N:24]=1)[CH2:14][C:15]1[CH:20]=[CH:19][CH:18]=[CH:17][CH:16]=1, predict the reactants needed to synthesize it. (7) Given the product [CH3:24][CH:23]([C@H:20]([N:15]1[C:16]2=[CH:17][C:18]([O:37][CH3:35])=[C:9]([CH2:8][C:4]3[CH:5]=[CH:6][CH:7]=[C:2]([Cl:1])[C:3]=3[F:30])[CH:10]=[C:11]2[C:12](=[O:29])[C:13]([C:26]([OH:28])=[O:27])=[CH:14]1)[CH2:21][OH:22])[CH3:25], predict the reactants needed to synthesize it. The reactants are: [Cl:1][C:2]1[C:3]([F:30])=[C:4]([CH2:8][C:9]2[CH:10]=[C:11]3[C:16](=[CH:17][C:18]=2F)[N:15]([C@@H:20]([CH:23]([CH3:25])[CH3:24])[CH2:21][OH:22])[CH:14]=[C:13]([C:26]([OH:28])=[O:27])[C:12]3=[O:29])[CH:5]=[CH:6][CH:7]=1.C[O-].[Na+].Cl.[C:35](OCC)(=[O:37])C.